This data is from Reaction yield outcomes from USPTO patents with 853,638 reactions. The task is: Predict the reaction yield, written as a fraction of the theoretical maximum amount of product (1.0 means a 100% yield; for example, 0.34 means a 34% yield). The reactants are [F:1][C:2]1[CH:3]=[C:4]([O:20][CH3:21])[CH:5]=[C:6]2[C:11]=1[N:10]=[CH:9][CH:8]=[C:7]2OS(C(F)(F)F)(=O)=O.C(=O)([O-])[O-].[K+].[K+].CO[CH2:30][CH2:31]OC.O. No catalyst specified. The product is [CH:30]([C:7]1[C:6]2[C:11](=[C:2]([F:1])[CH:3]=[C:4]([O:20][CH3:21])[CH:5]=2)[N:10]=[CH:9][CH:8]=1)=[CH2:31]. The yield is 0.650.